The task is: Predict the product of the given reaction.. This data is from Forward reaction prediction with 1.9M reactions from USPTO patents (1976-2016). (1) Given the reactants Cl.Cl.[NH:3]1[CH2:8][CH2:7][CH:6]([CH:9]([C:24]2[CH:25]=[N:26][CH:27]=[CH:28][CH:29]=2)[CH2:10][NH:11][C:12]([C:14]2[C:15]([Cl:23])=[C:16]3[C:20](=[CH:21][CH:22]=2)[NH:19][CH:18]=[CH:17]3)=[O:13])[CH2:5][CH2:4]1.CCN(CC)CC.[C:37](Cl)(=[O:39])[CH3:38], predict the reaction product. The product is: [C:37]([N:3]1[CH2:8][CH2:7][CH:6]([CH:9]([C:24]2[CH:25]=[N:26][CH:27]=[CH:28][CH:29]=2)[CH2:10][NH:11][C:12]([C:14]2[C:15]([Cl:23])=[C:16]3[C:20](=[CH:21][CH:22]=2)[NH:19][CH:18]=[CH:17]3)=[O:13])[CH2:5][CH2:4]1)(=[O:39])[CH3:38]. (2) Given the reactants [NH2:1][C:2]1[C:12]([NH2:13])=[CH:11][C:5]2[O:6][C:7]([F:10])([F:9])[O:8][C:4]=2[CH:3]=1.[N:14]#[C:15][Br:16], predict the reaction product. The product is: [BrH:16].[F:9][C:7]1([F:10])[O:8][C:4]2=[CH:3][C:2]3[NH:1][C:15]([NH2:14])=[N:13][C:12]=3[CH:11]=[C:5]2[O:6]1. (3) Given the reactants CON(C)[C:4]([C:6]1[C:7]([NH2:15])=[N:8][C:9]([S:12][CH2:13][CH3:14])=[N:10][CH:11]=1)=[O:5].Br[C:18]1[CH:23]=[C:22]([F:24])[CH:21]=[C:20]([F:25])[C:19]=1[O:26][CH3:27], predict the reaction product. The product is: [NH2:15][C:7]1[C:6]([C:4]([C:18]2[CH:23]=[C:22]([F:24])[CH:21]=[C:20]([F:25])[C:19]=2[O:26][CH3:27])=[O:5])=[CH:11][N:10]=[C:9]([S:12][CH2:13][CH3:14])[N:8]=1. (4) Given the reactants I[C:2]1[CH:3]=[C:4]2[C:9](=[CH:10][CH:11]=1)[O:8][C@@H:7]([CH2:12][O:13][Si:14]([C:17]([CH3:20])([CH3:19])[CH3:18])([CH3:16])[CH3:15])[CH2:6][CH2:5]2.C(N(CC)CC)C.[CH3:28][C:29]1([CH3:36])[C:33]([CH3:35])([CH3:34])[O:32][BH:31][O:30]1, predict the reaction product. The product is: [CH3:28][C:29]1([CH3:36])[C:33]([CH3:35])([CH3:34])[O:32][B:31]([C:2]2[CH:3]=[C:4]3[C:9](=[CH:10][CH:11]=2)[O:8][C@@H:7]([CH2:12][O:13][Si:14]([C:17]([CH3:20])([CH3:19])[CH3:18])([CH3:16])[CH3:15])[CH2:6][CH2:5]3)[O:30]1. (5) Given the reactants [ClH:1].[OH:2][NH:3][C:4](=[O:36])[C@@H:5]([N:30]1[CH2:35][CH2:34][CH2:33][CH2:32][CH2:31]1)[CH2:6][NH:7][S:8]([C:11]1[CH:16]=[CH:15][C:14]([O:17][CH2:18][C:19]2[C:28]3[C:23](=[CH:24][CH:25]=[CH:26][CH:27]=3)[N:22]=[C:21]([CH3:29])[CH:20]=2)=[CH:13][CH:12]=1)(=[O:10])=[O:9], predict the reaction product. The product is: [ClH:1].[ClH:1].[OH:2][NH:3][C:4](=[O:36])[C@@H:5]([N:30]1[CH2:31][CH2:32][CH2:33][CH2:34][CH2:35]1)[CH2:6][NH:7][S:8]([C:11]1[CH:16]=[CH:15][C:14]([O:17][CH2:18][C:19]2[C:28]3[C:23](=[CH:24][CH:25]=[CH:26][CH:27]=3)[N:22]=[C:21]([CH3:29])[CH:20]=2)=[CH:13][CH:12]=1)(=[O:10])=[O:9]. (6) Given the reactants [H-].[Na+].[Si:3]([O:10][CH:11]1[CH2:16][CH2:15][CH:14]([C:17](=[O:25])[CH2:18]P(=O)(OC)OC)[CH2:13][CH2:12]1)([C:6]([CH3:9])([CH3:8])[CH3:7])([CH3:5])[CH3:4].[C:26]1([C:32]([C:52]2[CH:57]=[CH:56][CH:55]=[CH:54][CH:53]=2)([C:46]2[CH:51]=[CH:50][CH:49]=[CH:48][CH:47]=2)[N:33]2[CH:37]=[C:36]([C:38]3[CH:45]=[CH:44][CH:43]=[CH:42][C:39]=3[CH:40]=O)[N:35]=[CH:34]2)[CH:31]=[CH:30][CH:29]=[CH:28][CH:27]=1, predict the reaction product. The product is: [Si:3]([O:10][CH:11]1[CH2:12][CH2:13][CH:14]([C:17](=[O:25])[CH:18]=[CH:40][C:39]2[CH:42]=[CH:43][CH:44]=[CH:45][C:38]=2[C:36]2[N:35]=[CH:34][N:33]([C:32]([C:52]3[CH:57]=[CH:56][CH:55]=[CH:54][CH:53]=3)([C:46]3[CH:47]=[CH:48][CH:49]=[CH:50][CH:51]=3)[C:26]3[CH:31]=[CH:30][CH:29]=[CH:28][CH:27]=3)[CH:37]=2)[CH2:15][CH2:16]1)([C:6]([CH3:7])([CH3:8])[CH3:9])([CH3:4])[CH3:5]. (7) Given the reactants [CH2:1]([N:5]1[C:12]([C:13]2[S:14][C:15](Br)=[CH:16][CH:17]=2)=[C:11]2[C:7](=[C:8]([C:24]3[S:25][C:26](Br)=[CH:27][CH:28]=3)[N:9]([CH2:20][CH2:21][CH2:22][CH3:23])[C:10]2=[O:19])[C:6]1=[O:30])[CH2:2][CH2:3][CH3:4].[Cu][C:32]#[N:33].[CH3:34][N:35](C=O)C, predict the reaction product. The product is: [CH2:1]([N:5]1[C:12]([C:13]2[S:14][C:15]([C:34]#[N:35])=[CH:16][CH:17]=2)=[C:11]2[C:7](=[C:8]([C:24]3[S:25][C:26]([C:32]#[N:33])=[CH:27][CH:28]=3)[N:9]([CH2:20][CH2:21][CH2:22][CH3:23])[C:10]2=[O:19])[C:6]1=[O:30])[CH2:2][CH2:3][CH3:4]. (8) Given the reactants [Br:1]N1C(=O)NC(=O)N(Br)C1=O.CN(C=O)C.[F:17][C:18]1[CH:23]=[CH:22][C:21]([C:24]2[CH:29]=[CH:28][C:27]([CH:30]=[O:31])=[C:26]([O:32][CH3:33])[CH:25]=2)=[CH:20][CH:19]=1, predict the reaction product. The product is: [Br:1][C:29]1[CH:28]=[C:27]([CH:30]=[O:31])[C:26]([O:32][CH3:33])=[CH:25][C:24]=1[C:21]1[CH:20]=[CH:19][C:18]([F:17])=[CH:23][CH:22]=1. (9) Given the reactants [Cl:1][C:2]1[CH:3]=[CH:4][CH:5]=[C:6]2[C:10]=1[N:9]([CH:11]1[CH2:15][CH2:14][CH2:13][CH2:12]1)[N:8]=[C:7]2[C:16]1[CH:21]=[CH:20][C:19]([O:22]C)=[CH:18][C:17]=1[CH3:24].B(Br)(Br)Br.C1CCCCC=1, predict the reaction product. The product is: [Cl:1][C:2]1[CH:3]=[CH:4][CH:5]=[C:6]2[C:10]=1[N:9]([CH:11]1[CH2:15][CH2:14][CH2:13][CH2:12]1)[N:8]=[C:7]2[C:16]1[CH:21]=[CH:20][C:19]([OH:22])=[CH:18][C:17]=1[CH3:24].